Dataset: Full USPTO retrosynthesis dataset with 1.9M reactions from patents (1976-2016). Task: Predict the reactants needed to synthesize the given product. (1) Given the product [CH:53]([N:16]1[C:17]2[C:13](=[CH:12][CH:11]=[C:10]([S:7]([NH:6][C:35]3[S:39][N:38]=[CH:37][N:36]=3)(=[O:8])=[O:9])[CH:18]=2)[C:14]([C:19]2[CH:24]=[CH:23][C:22]([C:25]([F:28])([F:26])[F:27])=[CH:21][C:20]=2[C:29]2[N:33]([CH3:34])[N:32]=[CH:31][CH:30]=2)=[CH:15]1)([CH3:55])[CH3:54], predict the reactants needed to synthesize it. The reactants are: COC1C=C(OC)C=CC=1C[N:6]([C:35]1[S:39][N:38]=[CH:37][N:36]=1)[S:7]([C:10]1[CH:18]=[C:17]2[C:13]([C:14]([C:19]3[CH:24]=[CH:23][C:22]([C:25]([F:28])([F:27])[F:26])=[CH:21][C:20]=3[C:29]3[N:33]([CH3:34])[N:32]=[CH:31][CH:30]=3)=[CH:15][NH:16]2)=[CH:12][CH:11]=1)(=[O:9])=[O:8].C(=O)([O-])[O-].[Cs+].[Cs+].I[CH:53]([CH3:55])[CH3:54].C(Cl)(=O)C. (2) Given the product [CH3:31][C:26]1([CH3:32])[C:27]([CH3:30])([CH3:29])[O:28][B:24]([C:2]2[CH:3]=[CH:4][C:5]3[O:9][C:8](=[O:10])[NH:7][C:6]=3[CH:11]=2)[O:25]1, predict the reactants needed to synthesize it. The reactants are: Br[C:2]1[CH:3]=[CH:4][C:5]2[O:9][C:8](=[O:10])[NH:7][C:6]=2[CH:11]=1.CC1SC(C2C=CC=C([B:24]3[O:28][C:27]([CH3:30])([CH3:29])[C:26]([CH3:32])([CH3:31])[O:25]3)C=2)=NC=1. (3) Given the product [F:10][C:11]1[CH:12]=[C:13]2[C:17](=[CH:18][CH:19]=1)[NH:16][CH:15]=[C:14]2[CH2:20][CH2:21][CH:22]1[C:27]2=[C:28]3[C:33](=[CH:34][CH:35]=[C:26]2[O:25][CH2:24][CH:23]1[NH2:36])[N:32]=[CH:31][CH:30]=[CH:29]3, predict the reactants needed to synthesize it. The reactants are: Cl.Cl.CCOCC.Cl.Cl.[F:10][C:11]1[CH:12]=[C:13]2[C:17](=[CH:18][CH:19]=1)[NH:16][CH:15]=[C:14]2[CH2:20][CH2:21][CH:22]1[C:27]2=[C:28]3[C:33](=[CH:34][CH:35]=[C:26]2[O:25][CH2:24][CH:23]1[NH2:36])[N:32]=[CH:31][CH:30]=[CH:29]3. (4) Given the product [CH3:1][C:2]1[CH:7]=[CH:6][CH:5]=[C:4]([CH3:8])[C:3]=1[C:9]1[N:13]2[C:14]3[CH:15]=[CH:16][CH:17]=[CH:18][C:19]=3[C:20]3[CH:21]=[CH:22][C:23]([OH:26])=[CH:24][C:25]=3[C:12]2=[N:11][CH:10]=1, predict the reactants needed to synthesize it. The reactants are: [CH3:1][C:2]1[CH:7]=[CH:6][CH:5]=[C:4]([CH3:8])[C:3]=1[C:9]1[N:13]2[C:14]3[CH:15]=[CH:16][CH:17]=[CH:18][C:19]=3[C:20]3[CH:21]=[CH:22][C:23]([O:26]C)=[CH:24][C:25]=3[C:12]2=[N:11][CH:10]=1.B(Br)(Br)Br. (5) Given the product [CH2:1]([O:3][C:4]([C:6]1([CH2:9][N:16]([CH3:17])[CH3:15])[CH2:8][CH2:7]1)=[O:5])[CH3:2], predict the reactants needed to synthesize it. The reactants are: [CH2:1]([O:3][C:4]([C:6]1([CH2:9]OS(C)(=O)=O)[CH2:8][CH2:7]1)=[O:5])[CH3:2].[CH3:15][NH:16][CH3:17]. (6) Given the product [Br:13][C:11]1[C:10]([NH:14][C:15]([N:17]2[CH:22]=[CH:21][C:20](=[O:23])[CH2:19][C@H:18]2[C:24]2[CH:25]=[CH:26][C:27]([F:30])=[CH:28][CH:29]=2)=[O:16])=[CH:9][C:8]([O:31][CH3:32])=[C:7]([CH:12]=1)[C:6]([OH:33])=[O:5], predict the reactants needed to synthesize it. The reactants are: C([O:5][C:6](=[O:33])[C:7]1[CH:12]=[C:11]([Br:13])[C:10]([NH:14][C:15]([N:17]2[CH:22]=[CH:21][C:20](=[O:23])[CH2:19][C@H:18]2[C:24]2[CH:29]=[CH:28][C:27]([F:30])=[CH:26][CH:25]=2)=[O:16])=[CH:9][C:8]=1[O:31][CH3:32])(C)(C)C.FC(F)(F)C(O)=O.P([O-])([O-])([O-])=O. (7) Given the product [F:1][C:2]1[CH:7]=[CH:6][C:5]([NH:8][C:13]2[CH:20]=[CH:19][C:18]([C:21]([F:22])([F:24])[F:23])=[CH:17][C:14]=2[C:15]#[N:16])=[C:4]([N+:9]([O-:11])=[O:10])[CH:3]=1, predict the reactants needed to synthesize it. The reactants are: [F:1][C:2]1[CH:7]=[CH:6][C:5]([NH2:8])=[C:4]([N+:9]([O-:11])=[O:10])[CH:3]=1.F[C:13]1[CH:20]=[CH:19][C:18]([C:21]([F:24])([F:23])[F:22])=[CH:17][C:14]=1[C:15]#[N:16].O.[OH-].[Li+]. (8) Given the product [Cl:1][C:2]1[CH:3]=[C:4]([CH:9]=[C:10]([CH3:17])[C:11]=1[NH:12][S:13]([CH2:16][CH3:18])(=[O:15])=[O:14])[C:5]([NH:7][OH:8])=[NH:6], predict the reactants needed to synthesize it. The reactants are: [Cl:1][C:2]1[CH:3]=[C:4]([CH:9]=[C:10]([CH3:17])[C:11]=1[NH:12][S:13]([CH3:16])(=[O:15])=[O:14])[C:5]([NH:7][OH:8])=[NH:6].[CH2:18](S(Cl)(=O)=O)C. (9) Given the product [Cl:1][C:2]1[CH:3]=[CH:4][C:5]([C:8]2[N:9]([C:10]3[CH:15]=[CH:14][C:13]([S:16]([CH3:19])(=[O:17])=[O:18])=[CH:12][CH:11]=3)[CH:32]=[C:31]([C:30]3[CH:35]=[CH:36][C:27]([Cl:26])=[CH:28][CH:29]=3)[N:20]=2)=[CH:6][CH:7]=1, predict the reactants needed to synthesize it. The reactants are: [Cl:1][C:2]1[CH:7]=[CH:6][C:5]([C:8](=[NH:20])[NH:9][C:10]2[CH:15]=[CH:14][C:13]([S:16]([CH3:19])(=[O:18])=[O:17])=[CH:12][CH:11]=2)=[CH:4][CH:3]=1.C(=O)(O)[O-].[Na+].[Cl:26][C:27]1[CH:36]=[CH:35][C:30]([C:31](=O)[CH2:32]Br)=[CH:29][CH:28]=1.